This data is from Cav3 T-type calcium channel HTS with 100,875 compounds. The task is: Binary Classification. Given a drug SMILES string, predict its activity (active/inactive) in a high-throughput screening assay against a specified biological target. The compound is O(C1C(C(Cc2c(c3c1cc1OCOc1c3OC)c(OC)c(OC)c(OC)c2)C)C)C(=O)C. The result is 0 (inactive).